Dataset: Forward reaction prediction with 1.9M reactions from USPTO patents (1976-2016). Task: Predict the product of the given reaction. (1) Given the reactants Br[CH2:2][CH2:3][CH2:4][S:5](=[O:38])([C:32]1[CH:37]=[CH:36][CH:35]=[CH:34][CH:33]=1)=[N:6][C:7](=[O:31])[C:8]1[CH:13]=[C:12]([C:14]#[C:15][C:16]2[CH:21]=[CH:20][CH:19]=[C:18]([NH:22][C:23]([C:25]3[O:26][CH:27]=[CH:28][C:29]=3[CH3:30])=[O:24])[CH:17]=2)[CH:11]=[N:10][CH:9]=1.[CH3:39][NH:40][CH2:41][CH2:42][OH:43], predict the reaction product. The product is: [OH:43][CH2:42][CH2:41][N:40]([CH3:39])[CH2:2][CH2:3][CH2:4][S@:5](=[O:38])([C:32]1[CH:37]=[CH:36][CH:35]=[CH:34][CH:33]=1)=[N:6][C:7](=[O:31])[C:8]1[CH:13]=[C:12]([C:14]#[C:15][C:16]2[CH:21]=[CH:20][CH:19]=[C:18]([NH:22][C:23]([C:25]3[O:26][CH:27]=[CH:28][C:29]=3[CH3:30])=[O:24])[CH:17]=2)[CH:11]=[N:10][CH:9]=1. (2) Given the reactants [F:1][C:2]1[CH:7]=[CH:6][C:5]([C:8]([F:11])([F:10])[F:9])=[CH:4][C:3]=1[N:12]=[C:13]=S.[NH2:15][C:16]1[CH:17]=[C:18]([CH:37]=[CH:38][C:39]=1[NH:40][CH3:41])[O:19][C:20]1[CH:25]=[CH:24][N:23]=[C:22]([NH:26][C:27](=[O:36])[CH2:28][N:29]2[CH2:33][CH2:32][CH2:31][CH:30]2[CH2:34][OH:35])[CH:21]=1.NC(N)=S, predict the reaction product. The product is: [F:1][C:2]1[CH:7]=[CH:6][C:5]([C:8]([F:11])([F:10])[F:9])=[CH:4][C:3]=1[NH:12][C:13]1[N:40]([CH3:41])[C:39]2[CH:38]=[CH:37][C:18]([O:19][C:20]3[CH:25]=[CH:24][N:23]=[C:22]([NH:26][C:27](=[O:36])[CH2:28][N:29]4[CH2:33][CH2:32][CH2:31][C@H:30]4[CH2:34][OH:35])[CH:21]=3)=[CH:17][C:16]=2[N:15]=1. (3) Given the reactants [CH3:1][O:2][C:3](=[O:14])[CH2:4][O:5][C:6]1[CH:11]=[CH:10][C:9]([CH2:12][OH:13])=[CH:8][CH:7]=1.[C:15](OC(=O)C)(=[O:17])[CH3:16], predict the reaction product. The product is: [CH3:1][O:2][C:3](=[O:14])[CH2:4][O:5][C:6]1[CH:11]=[CH:10][C:9]([CH2:12][O:13][C:15](=[O:17])[CH3:16])=[CH:8][CH:7]=1. (4) Given the reactants Br[C:2]1[N:7]=[C:6]([C:8]2[C:16]3[C:11](=[CH:12][N:13]=[C:14]([C:17]4[CH:18]=[N:19][CH:20]=[CH:21][CH:22]=4)[CH:15]=3)[N:10](COCC[Si](C)(C)C)[N:9]=2)[CH:5]=[CH:4][CH:3]=1.[O:31]=[C:32]1[NH:37][CH2:36][CH2:35][N:34](C(OC(C)(C)C)=O)[CH2:33]1, predict the reaction product. The product is: [N:19]1[CH:20]=[CH:21][CH:22]=[C:17]([C:14]2[CH:15]=[C:16]3[C:8]([C:6]4[N:7]=[C:2]([N:37]5[CH2:36][CH2:35][NH:34][CH2:33][C:32]5=[O:31])[CH:3]=[CH:4][CH:5]=4)=[N:9][NH:10][C:11]3=[CH:12][N:13]=2)[CH:18]=1. (5) Given the reactants C[CH:2]1[CH2:7][CH2:6][CH:5]([C:8](O)=O)[CH2:4][CH2:3]1.C1(P(N=[N+]=[N-])(C2C=CC=CC=2)=[O:18])C=CC=CC=1.C([N:30]([CH2:33]C)CC)C, predict the reaction product. The product is: [N:30]([CH:2]1[CH2:3][CH2:4][CH:5]([CH3:8])[CH2:6][CH2:7]1)=[C:33]=[O:18]. (6) Given the reactants [CH2:1]([C:5]1[O:6][C:7]2[CH:22]=[CH:21][C:20]([N+:23]([O-:25])=[O:24])=[CH:19][C:8]=2[C:9]=1[C:10]([C:12]1[CH:17]=[CH:16][C:15]([OH:18])=[CH:14][CH:13]=1)=[O:11])[CH2:2][CH2:3][CH3:4].[OH-].[Na+].[CH2:28]([CH:30]1[O:32][CH2:31]1)Br, predict the reaction product. The product is: [CH2:1]([C:5]1[O:6][C:7]2[CH:22]=[CH:21][C:20]([N+:23]([O-:25])=[O:24])=[CH:19][C:8]=2[C:9]=1[C:10]([C:12]1[CH:13]=[CH:14][C:15]([O:18][CH2:28][CH:30]2[CH2:31][O:32]2)=[CH:16][CH:17]=1)=[O:11])[CH2:2][CH2:3][CH3:4]. (7) Given the reactants [CH3:1][C:2]1[CH:9]=[CH:8][CH:7]=[CH:6][C:3]=1[C:4]#[N:5].[C:10]1([Mg]Cl)[CH:15]=[CH:14][CH:13]=[CH:12][CH:11]=1, predict the reaction product. The product is: [C:10]1([CH:4]([C:3]2[CH:6]=[CH:7][CH:8]=[CH:9][C:2]=2[CH3:1])[NH2:5])[CH:15]=[CH:14][CH:13]=[CH:12][CH:11]=1. (8) Given the reactants [CH3:1][O:2][CH:3]([CH2:7][CH:8]=[CH2:9])[CH2:4][CH:5]=O.S(O)(O)(=O)=O.[NH2:15][OH:16].C([O-])(=O)C.[Na+].O, predict the reaction product. The product is: [CH3:1][O:2][CH:3]([CH2:7][CH:8]=[CH2:9])[CH2:4][CH:5]=[N:15][OH:16]. (9) The product is: [CH2:38]([C:35]1[CH:36]=[N:37][C:32]([N:18]([CH2:19][C:20]2[CH:21]=[CH:22][C:23]([N:26]3[CH2:31][CH2:30][O:29][CH2:28][CH2:27]3)=[CH:24][CH:25]=2)[CH2:17][CH2:16][C:14]2[N:15]=[C:11]([S:10][C:7]([CH3:9])([CH3:8])[C:6]([OH:40])=[O:5])[S:12][CH:13]=2)=[N:33][CH:34]=1)[CH3:39]. Given the reactants C([O:5][C:6](=[O:40])[C:7]([S:10][C:11]1[S:12][CH:13]=[C:14]([CH2:16][CH2:17][N:18]([C:32]2[N:37]=[CH:36][C:35]([CH2:38][CH3:39])=[CH:34][N:33]=2)[CH2:19][C:20]2[CH:25]=[CH:24][C:23]([N:26]3[CH2:31][CH2:30][O:29][CH2:28][CH2:27]3)=[CH:22][CH:21]=2)[N:15]=1)([CH3:9])[CH3:8])(C)(C)C.FC(F)(F)C(O)=O, predict the reaction product. (10) Given the reactants Cl.[CH:2]1([CH2:5][O:6][C:7]2[CH:12]=[C:11]([F:13])[CH:10]=[CH:9][C:8]=2[C:14]2[C:15]3[NH:22][C:21]([CH3:23])=[C:20]([C:24]([NH:26][C@@H:27]4[CH2:31][CH2:30][NH:29][CH2:28]4)=[O:25])[C:16]=3[N:17]=[CH:18][N:19]=2)[CH2:4][CH2:3]1.C([O:35][C@@H:36]([CH3:40])[C:37](Cl)=[O:38])(=O)C, predict the reaction product. The product is: [CH:2]1([CH2:5][O:6][C:7]2[CH:12]=[C:11]([F:13])[CH:10]=[CH:9][C:8]=2[C:14]2[C:15]3[NH:22][C:21]([CH3:23])=[C:20]([C:24]([NH:26][C@@H:27]4[CH2:31][CH2:30][N:29]([C:37](=[O:38])[C@@H:36]([OH:35])[CH3:40])[CH2:28]4)=[O:25])[C:16]=3[N:17]=[CH:18][N:19]=2)[CH2:4][CH2:3]1.